The task is: Predict the reaction yield, written as a fraction of the theoretical maximum amount of product (1.0 means a 100% yield; for example, 0.34 means a 34% yield).. This data is from Reaction yield outcomes from USPTO patents with 853,638 reactions. The reactants are C(O)(C(F)(F)F)=O.[F:8][C:9]1[CH:14]=[CH:13][CH:12]=[CH:11][C:10]=1[NH:15][C:16]1[O:20][C:19]([C:21]([NH:23][C:24]2[CH:25]=[CH:26][C:27]([N:30]3[CH2:35][CH2:34][CH:33]([C:36]([O:38]C(C)(C)C)=[O:37])[CH2:32][CH2:31]3)=[N:28][CH:29]=2)=[O:22])=[N:18][N:17]=1.[ClH:43]. The catalyst is C(Cl)Cl.O1CCOCC1. The product is [ClH:43].[F:8][C:9]1[CH:14]=[CH:13][CH:12]=[CH:11][C:10]=1[NH:15][C:16]1[O:20][C:19]([C:21]([NH:23][C:24]2[CH:25]=[CH:26][C:27]([N:30]3[CH2:31][CH2:32][CH:33]([C:36]([OH:38])=[O:37])[CH2:34][CH2:35]3)=[N:28][CH:29]=2)=[O:22])=[N:18][N:17]=1. The yield is 0.420.